This data is from Reaction yield outcomes from USPTO patents with 853,638 reactions. The task is: Predict the reaction yield, written as a fraction of the theoretical maximum amount of product (1.0 means a 100% yield; for example, 0.34 means a 34% yield). (1) The reactants are [CH:1]1([N:6]2[C:15]3[N:14]=[C:13]([NH:16][C:17]4[CH:18]=[CH:19][C:20]([C:27]([OH:29])=O)=[C:21]5[C:25]=4[O:24][CH:23]([CH3:26])[CH2:22]5)[N:12]=[CH:11][C:10]=3[N:9]([CH3:30])[C:8](=[O:31])[C@H:7]2[CH2:32][CH3:33])[CH2:5][CH2:4][CH2:3][CH2:2]1.F[B-](F)(F)F.[N:39]1(OC(N(C)C)=[N+](C)C)[C:43]2[CH:44]=[CH:45]C=[CH:47][C:42]=2N=N1.[CH:56]([N:59](C(C)C)CC)(C)C.C(=O)(O)[O-].[Na+]. The catalyst is ClCCl. The product is [CH:1]1([N:6]2[C:15]3[N:14]=[C:13]([NH:16][C:17]4[CH:18]=[CH:19][C:20]([C:27]([NH:39][CH:43]5[CH2:42][CH2:47][N:59]([CH3:56])[CH2:45][CH2:44]5)=[O:29])=[C:21]5[C:25]=4[O:24][CH:23]([CH3:26])[CH2:22]5)[N:12]=[CH:11][C:10]=3[N:9]([CH3:30])[C:8](=[O:31])[C@H:7]2[CH2:32][CH3:33])[CH2:5][CH2:4][CH2:3][CH2:2]1. The yield is 0.360. (2) The reactants are [Cl:1][C:2]1[CH:3]=[CH:4][C:5](C#N)=[N:6][CH:7]=1.[CH3:10][Mg]Br.Cl.[C:14](=[O:17])(O)[O-].[Na+]. The catalyst is C(OCC)C.C1COCC1. The product is [Cl:1][C:2]1[CH:3]=[CH:4][C:5]([C:14](=[O:17])[CH3:10])=[N:6][CH:7]=1. The yield is 0.640. (3) The reactants are [NH2:1][C:2]1[CH:3]=[C:4]([CH:8]=[CH:9][C:10]=1[NH2:11])[C:5]([OH:7])=[O:6].[Cl:12][C:13]1[CH:23]=[C:22]([F:24])[CH:21]=[CH:20][C:14]=1[C:15]([N:17]=[C:18]=[O:19])=[O:16].ClCCl. The catalyst is CN1CCCC1=O. The product is [NH2:11][C:10]1[CH:9]=[CH:8][C:4]([C:5]([OH:7])=[O:6])=[CH:3][C:2]=1[NH:1][C:18]([NH:17][C:15](=[O:16])[C:14]1[CH:20]=[CH:21][C:22]([F:24])=[CH:23][C:13]=1[Cl:12])=[O:19]. The yield is 0.250. (4) The reactants are [C:1]([C:4]1[C:22](=[O:23])[C@@:8]2([CH3:24])[C:9]3[C:15]([OH:16])=[CH:14][C:13]([O:17][CH3:18])=[C:12]([C:19]([NH2:21])=[O:20])[C:10]=3[O:11][C:7]2=[CH:6][C:5]=1[OH:25])(=[O:3])[CH3:2].[CH:26]([C:28]1[C:37]2[C:32](=[CH:33][CH:34]=[CH:35][CH:36]=2)[C:31]([NH:38][S:39]([C:42]2[CH:47]=[CH:46][CH:45]=[CH:44][CH:43]=2)(=[O:41])=[O:40])=[CH:30][CH:29]=1)=O.C([SiH](CC)CC)C.FC(F)(F)C(O)=O. The catalyst is C(#N)C. The product is [C:1]([C:4]1[C:22](=[O:23])[C@@:8]2([CH3:24])[C:9]3[C:15]([OH:16])=[CH:14][C:13]([O:17][CH3:18])=[C:12]([C:19]([NH:21][CH2:26][C:28]4[C:37]5[C:32](=[CH:33][CH:34]=[CH:35][CH:36]=5)[C:31]([NH:38][S:39]([C:42]5[CH:47]=[CH:46][CH:45]=[CH:44][CH:43]=5)(=[O:40])=[O:41])=[CH:30][CH:29]=4)=[O:20])[C:10]=3[O:11][C:7]2=[CH:6][C:5]=1[OH:25])(=[O:3])[CH3:2]. The yield is 0.670. (5) The reactants are [CH3:1][Si:2]([CH3:19])([CH3:18])[CH2:3][CH2:4][O:5][CH2:6][N:7]1[C:11]2[CH:12]=[CH:13][CH:14]=[CH:15][C:10]=2[N:9]=[C:8]1[CH:16]=O.[NH2:20][CH:21]1[C:30]2[N:29]=[CH:28][CH:27]=[CH:26][C:25]=2[CH2:24][CH2:23][CH2:22]1.[BH4-].[Na+]. The catalyst is CO. The product is [CH3:1][Si:2]([CH3:19])([CH3:18])[CH2:3][CH2:4][O:5][CH2:6][N:7]1[C:11]2[CH:12]=[CH:13][CH:14]=[CH:15][C:10]=2[N:9]=[C:8]1[CH2:16][NH:20][CH:21]1[C:30]2[N:29]=[CH:28][CH:27]=[CH:26][C:25]=2[CH2:24][CH2:23][CH2:22]1. The yield is 0.980. (6) The reactants are CC1(C)C(C)(C)OB([C:9]2[CH:14]=[CH:13][C:12]([C:15]3[CH:20]=[CH:19][C:18]([C:21]4([C:24]([O:26][CH2:27][CH3:28])=[O:25])[CH2:23][CH2:22]4)=[CH:17][CH:16]=3)=[CH:11][CH:10]=2)O1.Br[C:31]1[CH:32]=[N:33][N:34]([CH3:37])[C:35]=1[NH2:36].CC(C1C=C(C(C)C)C(C2C=CC=CC=2P(C2CCCCC2)C2CCCCC2)=C(C(C)C)C=1)C.[O-]P([O-])([O-])=O.[K+].[K+].[K+]. The catalyst is C1(C)C=CC=CC=1.C([O-])(=O)C.[Pd+2].C([O-])(=O)C. The product is [CH2:27]([O:26][C:24]([C:21]1([C:18]2[CH:19]=[CH:20][C:15]([C:12]3[CH:11]=[CH:10][C:9]([C:31]4[CH:32]=[N:33][N:34]([CH3:37])[C:35]=4[NH2:36])=[CH:14][CH:13]=3)=[CH:16][CH:17]=2)[CH2:23][CH2:22]1)=[O:25])[CH3:28]. The yield is 0.521. (7) The reactants are [OH:1][CH2:2][CH2:3][O:4][CH2:5][CH2:6][O:7][CH2:8][CH2:9][O:10][CH2:11][CH2:12][O:13][CH2:14][CH2:15][O:16][CH2:17][CH2:18][O:19][CH2:20][CH2:21][O:22][CH2:23][CH2:24][O:25][CH2:26][CH2:27][O:28][CH2:29][CH2:30][O:31][CH2:32][CH2:33][O:34][CH2:35][CH2:36][O:37][CH2:38][CH2:39][C:40]([O:42][CH3:43])=[O:41].[CH2:44](N(CC)CC)C.[C:51]1(C)[C:52]([S:57](Cl)(=[O:59])=[O:58])=[CH:53][CH:54]=[CH:55][CH:56]=1. The catalyst is ClCCl.CN(C1C=CN=CC=1)C. The product is [S:57]([O:1][CH2:2][CH2:3][O:4][CH2:5][CH2:6][O:7][CH2:8][CH2:9][O:10][CH2:11][CH2:12][O:13][CH2:14][CH2:15][O:16][CH2:17][CH2:18][O:19][CH2:20][CH2:21][O:22][CH2:23][CH2:24][O:25][CH2:26][CH2:27][O:28][CH2:29][CH2:30][O:31][CH2:32][CH2:33][O:34][CH2:35][CH2:36][O:37][CH2:38][CH2:39][C:40]([O:42][CH3:43])=[O:41])([C:52]1[CH:51]=[CH:56][C:55]([CH3:44])=[CH:54][CH:53]=1)(=[O:58])=[O:59]. The yield is 0.670. (8) The reactants are [NH2:1][C:2]1[C:3]2[N:4]([C:8]([C@@H:28]3[CH2:33][CH2:32][CH2:31][CH2:30][NH:29]3)=[N:9][C:10]=2[C:11]2[CH:27]=[CH:26][C:14]([C:15]([NH:17][C:18]3[CH:23]=[C:22]([C:24]#[N:25])[CH:21]=[CH:20][N:19]=3)=[O:16])=[CH:13][CH:12]=2)[CH:5]=[CH:6][N:7]=1.[C:34](Cl)(=[O:37])[CH:35]=[CH2:36]. No catalyst specified. The product is [C:34]([N:29]1[CH2:30][CH2:31][CH2:32][CH2:33][C@H:28]1[C:8]1[N:4]2[CH:5]=[CH:6][N:7]=[C:2]([NH2:1])[C:3]2=[C:10]([C:11]2[CH:12]=[CH:13][C:14]([C:15]([NH:17][C:18]3[CH:23]=[C:22]([C:24]#[N:25])[CH:21]=[CH:20][N:19]=3)=[O:16])=[CH:26][CH:27]=2)[N:9]=1)(=[O:37])[CH:35]=[CH2:36]. The yield is 0.104. (9) The reactants are [O:1]=[C:2]1[CH2:7][CH2:6][N:5]([C:8]([O:10][C:11]([CH3:14])([CH3:13])[CH3:12])=[O:9])[CH2:4][CH2:3]1.[C:15](OCC)(=[O:21])[C:16]([O:18][CH2:19][CH3:20])=[O:17]. No catalyst specified. The product is [CH2:19]([O:18][C:16](=[O:17])[C:15]([CH:7]1[C:2](=[O:1])[CH2:3][CH2:4][N:5]([C:8]([O:10][C:11]([CH3:14])([CH3:13])[CH3:12])=[O:9])[CH2:6]1)=[O:21])[CH3:20]. The yield is 0.430.